The task is: Predict the reactants needed to synthesize the given product.. This data is from Retrosynthesis with 50K atom-mapped reactions and 10 reaction types from USPTO. (1) Given the product CC1CCc2c(cccc2N2CCN(C(=O)OC(C)(C)C)CC2)N1, predict the reactants needed to synthesize it. The reactants are: Cc1ccc2c(N3CCN(C(=O)OC(C)(C)C)CC3)cccc2n1. (2) Given the product Oc1ccc2cc(-c3cc4ccccc4s3)ccc2c1Cl, predict the reactants needed to synthesize it. The reactants are: OB(O)c1cc2ccccc2s1.Oc1ccc2cc(Br)ccc2c1Cl. (3) The reactants are: CC1(C)OB(c2ccc3c(c2)NC(=O)CO3)OC1(C)C.COc1ccc(Cn2nc(C)c(Br)c2-c2ccc(F)cc2)cn1. Given the product COc1ccc(Cn2nc(C)c(-c3ccc4c(c3)NC(=O)CO4)c2-c2ccc(F)cc2)cn1, predict the reactants needed to synthesize it.